Dataset: Forward reaction prediction with 1.9M reactions from USPTO patents (1976-2016). Task: Predict the product of the given reaction. (1) Given the reactants [CH3:1][C:2]([CH3:31])([O:4][C:5](=[O:30])[NH:6][C:7](=[N:16][C:17]1[CH:18]=[C:19]([CH:27]=[CH:28][CH:29]=1)[C:20]([NH:22][CH2:23][C:24](O)=[O:25])=[O:21])[NH:8][C:9](=[O:15])[O:10][C:11]([CH3:14])([CH3:13])[CH3:12])[CH3:3].[NH2:32][C@H:33]([C:42]([NH:44][C:45]1[CH:50]=[CH:49][C:48]([O:51][CH2:52][CH2:53][NH:54][C:55]([O:57][C:58]([CH3:61])([CH3:60])[CH3:59])=[O:56])=[CH:47][CH:46]=1)=[O:43])[CH2:34][C:35]([O:37][C:38]([CH3:41])([CH3:40])[CH3:39])=[O:36], predict the reaction product. The product is: [C:58]([O:57][C:55]([NH:54][CH2:53][CH2:52][O:51][C:48]1[CH:47]=[CH:46][C:45]([NH:44][C:42](=[O:43])[C@@H:33]([NH:32][C:24](=[O:25])[CH2:23][NH:22][C:20](=[O:21])[C:19]2[CH:27]=[CH:28][CH:29]=[C:17]([N:16]=[C:7]([NH:6][C:5](=[O:30])[O:4][C:2]([CH3:31])([CH3:3])[CH3:1])[NH:8][C:9](=[O:15])[O:10][C:11]([CH3:14])([CH3:13])[CH3:12])[CH:18]=2)[CH2:34][C:35]([O:37][C:38]([CH3:40])([CH3:41])[CH3:39])=[O:36])=[CH:50][CH:49]=1)=[O:56])([CH3:61])([CH3:60])[CH3:59]. (2) Given the reactants [OH:1][CH:2]([CH2:8][CH:9]([OH:34])/[CH:10]=[CH:11]/[C:12]1([C:26]2[CH:31]=[CH:30][CH:29]=[C:28]([O:32][CH3:33])[CH:27]=2)[CH2:17][CH2:16][N:15]([C:18]2[CH:23]=[CH:22][CH:21]=[CH:20][C:19]=2[O:24][CH3:25])[CH2:14][CH2:13]1)[CH2:3][C:4]([O:6]C)=[O:5].[OH-].[Na+].[Cl-].[NH4+], predict the reaction product. The product is: [OH:1][CH:2]([CH2:8][CH:9]([OH:34])/[CH:10]=[CH:11]/[C:12]1([C:26]2[CH:31]=[CH:30][CH:29]=[C:28]([O:32][CH3:33])[CH:27]=2)[CH2:17][CH2:16][N:15]([C:18]2[CH:23]=[CH:22][CH:21]=[CH:20][C:19]=2[O:24][CH3:25])[CH2:14][CH2:13]1)[CH2:3][C:4]([OH:6])=[O:5].